Dataset: Forward reaction prediction with 1.9M reactions from USPTO patents (1976-2016). Task: Predict the product of the given reaction. The product is: [CH2:1]([O:4][C:5](=[O:29])[NH:6][CH2:7][CH2:8][NH:9][C:10]1[C:11]2[C:24]3[CH2:25][CH2:26][N:27]([C:32](=[O:33])[C:31]([CH3:36])([CH3:35])[CH3:30])[CH2:28][C:23]=3[S:22][C:12]=2[N:13]=[C:14]([C:16]2[CH:17]=[CH:18][N:19]=[CH:20][CH:21]=2)[N:15]=1)[CH:2]=[CH2:3]. Given the reactants [CH2:1]([O:4][C:5](=[O:29])[NH:6][CH2:7][CH2:8][NH:9][C:10]1[C:11]2[C:24]3[CH2:25][CH2:26][NH:27][CH2:28][C:23]=3[S:22][C:12]=2[N:13]=[C:14]([C:16]2[CH:21]=[CH:20][N:19]=[CH:18][CH:17]=2)[N:15]=1)[CH:2]=[CH2:3].[CH3:30][C:31]([CH3:36])([CH3:35])[C:32](Cl)=[O:33].C(N(CC)C(C)C)(C)C.O, predict the reaction product.